Dataset: Catalyst prediction with 721,799 reactions and 888 catalyst types from USPTO. Task: Predict which catalyst facilitates the given reaction. (1) Reactant: [CH3:1][O:2][CH:3](OC)[CH2:4]OC.[NH2:9][C:10]1[CH:17]=[C:16]([Br:18])[CH:15]=[CH:14][C:11]=1[CH:12]=O.O.C1(C)C=CC(S(O)(=O)=O)=CC=1. Product: [Br:18][C:16]1[CH:17]=[C:10]2[C:11]([CH:12]=[C:3]([O:2][CH3:1])[CH:4]=[N:9]2)=[CH:14][CH:15]=1. The catalyst class is: 11. (2) Reactant: [CH2:1]([O:8][C:9]1[C:10]([C:32]([OH:34])=O)=[N:11][C:12]([CH2:16][C:17]2([C:22]3[C:31]4[C:26](=CC=[CH:29][CH:30]=4)[CH:25]=[CH:24][CH:23]=3)[CH2:21][CH2:20][CH2:19][CH2:18]2)=[N:13][C:14]=1[OH:15])[C:2]1[CH:7]=[CH:6][CH:5]=[CH:4][CH:3]=1.[CH:35](N(CC)C(C)C)(C)[CH3:36].[Si:44]([O:51][CH2:52][CH2:53][NH:54][CH3:55])([C:47]([CH3:50])([CH3:49])[CH3:48])([CH3:46])[CH3:45].CN(C(ON1N=NC2C=CC=NC1=2)=[N+](C)C)C.F[P-](F)(F)(F)(F)F. Product: [Si:44]([O:51][CH2:52][CH2:53][N:54]([CH3:55])[C:32]([C:10]1[C:9]([O:8][CH2:1][C:2]2[CH:3]=[CH:4][CH:5]=[CH:6][CH:7]=2)=[C:14]([OH:15])[N:13]=[C:12]([CH2:16][C:17]2([C:22]3[C:31]4[C:26](=[CH:25][CH:24]=[CH:29][CH:30]=4)[CH:36]=[CH:35][CH:23]=3)[CH2:21][CH2:20][CH2:19][CH2:18]2)[N:11]=1)=[O:34])([C:47]([CH3:50])([CH3:49])[CH3:48])([CH3:45])[CH3:46]. The catalyst class is: 42. (3) Reactant: ClC1C=CC(N2C(C(F)(F)F)=C(C(Cl)=O)C=N2)=CC=1.[CH3:20][S:21]([C:24]1[CH:25]=[C:26]([NH:30][C:31]([C:33]2[CH:34]=[N:35][N:36]([C:42]3[CH:47]=[CH:46][C:45]([Cl:48])=[CH:44][CH:43]=3)[C:37]=2[C:38]([F:41])([F:40])[F:39])=[O:32])[CH:27]=[CH:28][CH:29]=1)(=[O:23])=[O:22].Cl.CS(C1C=C(C=CC=1)N)(=O)=O.C(N(CC)CC)C. Product: [CH3:20][S:21]([C:24]1[CH:25]=[C:26]([NH:30][C:31]([C:33]2[CH:34]=[N:35][N:36]([C:42]3[CH:43]=[CH:44][C:45]([Cl:48])=[CH:46][CH:47]=3)[C:37]=2[C:38]([F:41])([F:39])[F:40])=[O:32])[CH:27]=[CH:28][CH:29]=1)(=[O:23])=[O:22]. The catalyst class is: 10. (4) Reactant: FC(F)(F)C(O)=O.C(OC([NH:15][CH:16]1[CH2:21][CH2:20][CH2:19][N:18]([C:22]2[CH:23]=[C:24]([CH:31]=[CH:32][CH:33]=2)[O:25][CH2:26][C:27]([O:29][CH3:30])=[O:28])[CH2:17]1)=O)(C)(C)C. Product: [NH2:15][CH:16]1[CH2:21][CH2:20][CH2:19][N:18]([C:22]2[CH:23]=[C:24]([CH:31]=[CH:32][CH:33]=2)[O:25][CH2:26][C:27]([O:29][CH3:30])=[O:28])[CH2:17]1. The catalyst class is: 4. (5) Reactant: [CH2:1]1[C:9]2[C:4](=[CH:5][CH:6]=[CH:7][CH:8]=2)[CH2:3][CH:2]1[NH:10][C:11]1[CH:16]=[CH:15][C:14]([NH2:17])=[CH:13][N:12]=1.C(O[CH:21]=[C:22]([C:28]([O:30][CH2:31][CH3:32])=[O:29])[C:23]([O:25][CH2:26][CH3:27])=[O:24])C. Product: [CH2:3]1[C:4]2[C:9](=[CH:8][CH:7]=[CH:6][CH:5]=2)[CH2:1][CH:2]1[NH:10][C:11]1[N:12]=[CH:13][C:14]([NH:17][CH:21]=[C:22]([C:23]([O:25][CH2:26][CH3:27])=[O:24])[C:28]([O:30][CH2:31][CH3:32])=[O:29])=[CH:15][CH:16]=1. The catalyst class is: 27. (6) Reactant: [OH:1][C:2]1[CH:21]=[CH:20][C:5]2[CH:6]=[C:7]([C:9]3[CH:19]=[CH:18][C:12]([C:13]([O:15][CH2:16][CH3:17])=[O:14])=[CH:11][CH:10]=3)[S:8][C:4]=2[CH:3]=1.[Cl:22][C:23]1[CH:28]=[CH:27][CH:26]=[C:25]([Cl:29])[C:24]=1[C:30]1[C:34]([CH2:35]O)=[C:33]([CH:37]([CH3:39])[CH3:38])[O:32][N:31]=1.C1(P(C2C=CC=CC=2)C2C=CC=CC=2)C=CC=CC=1.N(C(OC(C)C)=O)=NC(OC(C)C)=O. Product: [Cl:29][C:25]1[CH:26]=[CH:27][CH:28]=[C:23]([Cl:22])[C:24]=1[C:30]1[C:34]([CH2:35][O:1][C:2]2[CH:21]=[CH:20][C:5]3[CH:6]=[C:7]([C:9]4[CH:19]=[CH:18][C:12]([C:13]([O:15][CH2:16][CH3:17])=[O:14])=[CH:11][CH:10]=4)[S:8][C:4]=3[CH:3]=2)=[C:33]([CH:37]([CH3:39])[CH3:38])[O:32][N:31]=1. The catalyst class is: 4. (7) Reactant: [OH-].[Na+].[Cl:3][C:4]1[CH:5]=[C:6]([C:10]2[N:14]([C:15]3[CH:16]=[N:17][CH:18]=[CH:19][CH:20]=3)[N:13]=[C:12]([CH3:21])[C:11]=2[CH2:22][C:23]([O:25]C)=[O:24])[CH:7]=[CH:8][CH:9]=1. Product: [Cl:3][C:4]1[CH:5]=[C:6]([C:10]2[N:14]([C:15]3[CH:16]=[N:17][CH:18]=[CH:19][CH:20]=3)[N:13]=[C:12]([CH3:21])[C:11]=2[CH2:22][C:23]([OH:25])=[O:24])[CH:7]=[CH:8][CH:9]=1. The catalyst class is: 5. (8) Reactant: [CH2:1]([O:8][C:9]1[CH:23]=[CH:22][C:21]([Cl:24])=[CH:20][C:10]=1[CH2:11][N:12]1[C:16]([CH3:17])=[CH:15][C:14]([CH:18]=O)=[N:13]1)[C:2]1[CH:7]=[CH:6][CH:5]=[CH:4][CH:3]=1.[CH3:25][O:26][C:27]([CH:29]=P(C1C=CC=CC=1)(C1C=CC=CC=1)C1C=CC=CC=1)=[O:28]. Product: [CH3:25][O:26][C:27](=[O:28])/[CH:29]=[CH:18]/[C:14]1[CH:15]=[C:16]([CH3:17])[N:12]([CH2:11][C:10]2[CH:20]=[C:21]([Cl:24])[CH:22]=[CH:23][C:9]=2[O:8][CH2:1][C:2]2[CH:7]=[CH:6][CH:5]=[CH:4][CH:3]=2)[N:13]=1. The catalyst class is: 49. (9) Reactant: Cl[C:2]1[N:7]=[CH:6][C:5]([CH2:8][OH:9])=[CH:4][C:3]=1[F:10].[C:11]([O-])([O-])=O.[K+].[K+].CB1OB(C)OB(C)O1. Product: [F:10][C:3]1[CH:4]=[C:5]([CH2:8][OH:9])[CH:6]=[N:7][C:2]=1[CH3:11]. The catalyst class is: 77. (10) Reactant: CCNC([N:6]([C:13]([C@H:15]1[CH2:30][N:29]([CH2:31][CH:32]=[CH2:33])[C@H:28]2[C@@H:17]([C:18]3[C:23]4[C:24]([CH2:27]2)=[CH:25][NH:26][C:22]=4[CH:21]=[CH:20][CH:19]=3)[CH2:16]1)=[O:14])[CH2:7][CH2:8][CH2:9][N:10]([CH3:12])C)=O.[O:34]1[CH2:39]CN(CCCN)[CH2:36][CH2:35]1. Product: [CH2:31]([N:29]1[C@H:28]2[C@@H:17]([C:18]3[CH:19]=[CH:20][CH:21]=[C:22]4[C:23]=3[C:24]([CH2:27]2)=[CH:25][NH:26]4)[CH2:16][C@@H:15]([C:13]([NH:6][CH2:7][CH2:8][CH2:9][N:10]2[CH2:12][CH2:39][O:34][CH2:35][CH2:36]2)=[O:14])[CH2:30]1)[CH:32]=[CH2:33]. The catalyst class is: 2.